From a dataset of Peptide-MHC class II binding affinity with 134,281 pairs from IEDB. Regression. Given a peptide amino acid sequence and an MHC pseudo amino acid sequence, predict their binding affinity value. This is MHC class II binding data. (1) The peptide sequence is LMIMKSNQKNMFLKV. The MHC is DRB1_0405 with pseudo-sequence DRB1_0405. The binding affinity (normalized) is 0.751. (2) The peptide sequence is GPVTILNWSFVRNDQ. The MHC is DRB1_1501 with pseudo-sequence DRB1_1501. The binding affinity (normalized) is 0.488. (3) The peptide sequence is QMRSMPFLRKTRWTF. The MHC is DRB1_0801 with pseudo-sequence DRB1_0801. The binding affinity (normalized) is 0.664. (4) The peptide sequence is GKWLDAKSTWYGKPT. The MHC is HLA-DPA10201-DPB10101 with pseudo-sequence HLA-DPA10201-DPB10101. The binding affinity (normalized) is 0.182. (5) The peptide sequence is IFSQNMNIKLQMPLY. The MHC is DRB1_1302 with pseudo-sequence DRB1_1302. The binding affinity (normalized) is 0.836. (6) The peptide sequence is SINYRTEIDKPSQ. The MHC is DRB1_0301 with pseudo-sequence DRB1_0301. The binding affinity (normalized) is 0.0784. (7) The peptide sequence is VDRQWAQDLTLPWQS. The MHC is DRB1_0404 with pseudo-sequence DRB1_0404. The binding affinity (normalized) is 0.440. (8) The peptide sequence is EAVRHFPRPWLHGL. The MHC is DRB1_1501 with pseudo-sequence DRB1_1501. The binding affinity (normalized) is 0.564.